Task: Predict the product of the given reaction.. Dataset: Forward reaction prediction with 1.9M reactions from USPTO patents (1976-2016) Given the reactants [CH2:1]([O:8][C:9]1[CH:14]=[CH:13][N:12]=[C:11](F)[C:10]=1[N+:16]([O-:18])=[O:17])[C:2]1[CH:7]=[CH:6][CH:5]=[CH:4][CH:3]=1.[NH3:19], predict the reaction product. The product is: [NH2:19][C:11]1[C:10]([N+:16]([O-:18])=[O:17])=[C:9]([O:8][CH2:1][C:2]2[CH:7]=[CH:6][CH:5]=[CH:4][CH:3]=2)[CH:14]=[CH:13][N:12]=1.